Dataset: Catalyst prediction with 721,799 reactions and 888 catalyst types from USPTO. Task: Predict which catalyst facilitates the given reaction. (1) Reactant: [N+:1]([C:4]1[CH:9]=[CH:8][C:7]([CH2:10][CH2:11][NH2:12])=[CH:6][CH:5]=1)([O-:3])=[O:2].Cl[CH2:14][O:15][CH:16]=[O:17]. Product: [CH3:14][O:15][C:16](=[O:17])[NH:12][CH2:11][CH2:10][C:7]1[CH:6]=[CH:5][C:4]([N+:1]([O-:3])=[O:2])=[CH:9][CH:8]=1. The catalyst class is: 61. (2) Reactant: [NH:1]([C:25]([O:27][C:28]([CH3:31])([CH3:30])[CH3:29])=[O:26])[C@@H:2]([C:22]([OH:24])=[O:23])[CH2:3][CH2:4][C:5]([NH:7][C@@H:8]([C:19]([OH:21])=[O:20])[CH2:9][C:10]1[C:18]2[C:13](=[CH:14][CH:15]=[CH:16][CH:17]=2)[NH:12][CH:11]=1)=[O:6].C([O-])([O-])=O.[K+].[K+].[CH2:38](Br)[C:39]1[CH:44]=[CH:43][CH:42]=[CH:41][CH:40]=1. Product: [NH:1]([C:25]([O:27][C:28]([CH3:31])([CH3:30])[CH3:29])=[O:26])[C@@H:2]([C:22]([O:24][CH2:10][C:18]1[CH:13]=[CH:14][CH:15]=[CH:16][CH:17]=1)=[O:23])[CH2:3][CH2:4][C:5]([NH:7][C@@H:8]([C:19]([O:21][CH2:38][C:39]1[CH:44]=[CH:43][CH:42]=[CH:41][CH:40]=1)=[O:20])[CH2:9][C:10]1[C:18]2[C:13](=[CH:14][CH:15]=[CH:16][CH:17]=2)[NH:12][CH:11]=1)=[O:6]. The catalyst class is: 3. (3) Reactant: [C:1]1([C:7]2[N:11]=[C:10]([N:12]3[CH2:21][CH2:20][C:15]4(OCC[O:16]4)[CH2:14][CH2:13]3)[O:9][N:8]=2)[CH:6]=[CH:5][CH:4]=[CH:3][CH:2]=1.Cl.N. Product: [C:1]1([C:7]2[N:11]=[C:10]([N:12]3[CH2:13][CH2:14][C:15](=[O:16])[CH2:20][CH2:21]3)[O:9][N:8]=2)[CH:2]=[CH:3][CH:4]=[CH:5][CH:6]=1. The catalyst class is: 6. (4) The catalyst class is: 1. Reactant: [Li+].C[Si]([N-][Si](C)(C)C)(C)C.C(O[C:14](=[O:33])[CH2:15][C:16]1[NH:32][C:19]2=[N:20][C:21]([N:24]3[CH2:28][CH2:27][CH:26]([N:29]([CH3:31])[CH3:30])[CH2:25]3)=[CH:22][CH:23]=[C:18]2[N:17]=1)C.[NH2:34][C:35]1[CH:40]=[CH:39][CH:38]=[CH:37][C:36]=1[C:41]#[N:42]. Product: [NH2:42][C:41]1[C:36]2[C:35](=[CH:40][CH:39]=[CH:38][CH:37]=2)[NH:34][C:14](=[O:33])[C:15]=1[C:16]1[NH:32][C:19]2=[N:20][C:21]([N:24]3[CH2:28][CH2:27][CH:26]([N:29]([CH3:30])[CH3:31])[CH2:25]3)=[CH:22][CH:23]=[C:18]2[N:17]=1. (5) Reactant: [Cl:1][C:2]1[N:11]=[CH:10][C:9]2[N:8]([CH2:12][C:13]([F:16])([F:15])[F:14])[C:7](=[O:17])[CH:6]3[CH2:18][O:19][CH2:20][CH2:21][N:5]3[C:4]=2[N:3]=1.IC.[CH3:24]C([O-])(C)C.[Na+]. Product: [Cl:1][C:2]1[N:11]=[CH:10][C:9]2[N:8]([CH2:12][C:13]([F:16])([F:15])[F:14])[C:7](=[O:17])[C:6]3([CH3:24])[CH2:18][O:19][CH2:20][CH2:21][N:5]3[C:4]=2[N:3]=1. The catalyst class is: 16.